From a dataset of Catalyst prediction with 721,799 reactions and 888 catalyst types from USPTO. Predict which catalyst facilitates the given reaction. (1) Reactant: [C:1]([C:3]1[CH:10]=[CH:9][C:6]([CH:7]=O)=[CH:5][CH:4]=1)#[N:2].[NH2:11][CH2:12][C:13]1[NH:17][N:16]=[C:15]([CH3:18])[C:14]=1[O:19][C:20]1[CH:21]=[C:22]([CH:25]=[C:26]([Cl:28])[CH:27]=1)[C:23]#[N:24].S([O-])([O-])(=O)=O.[Mg+2].[BH4-].[Na+]. Product: [Cl:28][C:26]1[CH:25]=[C:22]([CH:21]=[C:20]([O:19][C:14]2[C:15]([CH3:18])=[N:16][NH:17][C:13]=2[CH2:12][NH:11][CH2:7][C:6]2[CH:9]=[CH:10][C:3]([C:1]#[N:2])=[CH:4][CH:5]=2)[CH:27]=1)[C:23]#[N:24]. The catalyst class is: 138. (2) Reactant: [NH2:1][C:2]1[CH:6]=[C:5]([C:7]2([CH2:10][OH:11])[CH2:9][CH2:8]2)[O:4][N:3]=1.[Br:12][C:13]1[CH:18]=[CH:17][C:16]([CH2:19][C:20](Cl)=[O:21])=[CH:15][CH:14]=1. Product: [Br:12][C:13]1[CH:18]=[CH:17][C:16]([CH2:19][C:20]([NH:1][C:2]2[CH:6]=[C:5]([C:7]3([CH2:10][OH:11])[CH2:8][CH2:9]3)[O:4][N:3]=2)=[O:21])=[CH:15][CH:14]=1. The catalyst class is: 383. (3) Reactant: [CH2:1]1[C:5]2([CH2:10][CH2:9][CH:8]([OH:11])[CH2:7][CH2:6]2)[CH2:4][CH2:3][CH2:2]1.[CH3:12][O:13][C:14]([C:16]1[CH:25]=[CH:24][C:23]2[C:18](=[CH:19][CH:20]=[C:21](O)[CH:22]=2)[CH:17]=1)=[O:15].C1(P(C2C=CC=CC=2)C2C=CC=CC=2)C=CC=CC=1.C1(C)C=CC=CC=1.N(C(OC(C)C)=O)=NC(OC(C)C)=O. Product: [CH2:1]1[C:5]2([CH2:10][CH2:9][CH:8]([O:11][C:21]3[CH:22]=[C:23]4[C:18](=[CH:19][CH:20]=3)[CH:17]=[C:16]([C:14]([O:13][CH3:12])=[O:15])[CH:25]=[CH:24]4)[CH2:7][CH2:6]2)[CH2:4][CH2:3][CH2:2]1. The catalyst class is: 2. (4) Reactant: C(OC(=O)[NH:7][CH2:8][CH2:9][C:10]1[CH:15]=[CH:14][C:13]([O:16][CH2:17][CH2:18][CH2:19][CH2:20][CH2:21][C:22]2[CH:27]=[CH:26][C:25]([OH:28])=[C:24]([C@@H:29]([C:39]3[CH:44]=[CH:43][CH:42]=[CH:41][CH:40]=3)[CH2:30][CH2:31][N:32]([CH:36]([CH3:38])[CH3:37])[CH:33]([CH3:35])[CH3:34])[CH:23]=2)=[CH:12][CH:11]=1)(C)(C)C.C(O)C.[ClH:49]. Product: [ClH:49].[ClH:49].[NH2:7][CH2:8][CH2:9][C:10]1[CH:11]=[CH:12][C:13]([O:16][CH2:17][CH2:18][CH2:19][CH2:20][CH2:21][C:22]2[CH:27]=[CH:26][C:25]([OH:28])=[C:24]([C@@H:29]([C:39]3[CH:40]=[CH:41][CH:42]=[CH:43][CH:44]=3)[CH2:30][CH2:31][N:32]([CH:36]([CH3:37])[CH3:38])[CH:33]([CH3:34])[CH3:35])[CH:23]=2)=[CH:14][CH:15]=1. The catalyst class is: 268. (5) Reactant: [C:1]([O:5][C:6](=[O:19])[NH:7][CH2:8][C@@H:9]1[CH2:11][C@H:10]1[C:12]1[CH:17]=[CH:16][C:15](Br)=[CH:14][CH:13]=1)([CH3:4])([CH3:3])[CH3:2].C([O-])([O-])=O.[K+].[K+].[O:26]1[CH:30]=[CH:29][CH:28]=[C:27]1B(O)O. Product: [C:1]([O:5][C:6](=[O:19])[NH:7][CH2:8][C@@H:9]1[CH2:11][C@H:10]1[C:12]1[CH:17]=[CH:16][C:15]([C:27]2[O:26][CH:30]=[CH:29][CH:28]=2)=[CH:14][CH:13]=1)([CH3:4])([CH3:3])[CH3:2]. The catalyst class is: 427. (6) Reactant: [CH3:1][CH2:2][O:3][C:4]([C:6]1[N:7](C(OC(C)(C)C)=O)[C:8]2[C:13]([CH:14]=1)=[CH:12][CH:11]=[CH:10][C:9]=2[CH2:15][CH3:16])=[O:5].FC(F)(F)C(O)=O. Product: [CH2:2]([O:3][C:4]([C:6]1[NH:7][C:8]2[C:13]([CH:14]=1)=[CH:12][CH:11]=[CH:10][C:9]=2[CH2:15][CH3:16])=[O:5])[CH3:1]. The catalyst class is: 4. (7) Reactant: [Cl:1][C:2]1[CH:3]=[CH:4][C:5]([C:10]([F:13])([F:12])[F:11])=[C:6]([CH2:8][OH:9])[CH:7]=1.[Cr](Cl)([O-])(=O)=O.[NH+]1C=CC=CC=1. Product: [Cl:1][C:2]1[CH:3]=[CH:4][C:5]([C:10]([F:11])([F:12])[F:13])=[C:6]([CH:7]=1)[CH:8]=[O:9]. The catalyst class is: 268. (8) Reactant: [H-].[Na+].[O:3]=[C:4]1[C:25]2[C:20](=[CH:21][CH:22]=[CH:23][CH:24]=2)[O:19][C:6]2([CH2:11][CH2:10][N:9]([C:12]([O:14][C:15]([CH3:18])([CH3:17])[CH3:16])=[O:13])[CH2:8][CH2:7]2)[CH2:5]1.C[CH2:27][O:28]CC.C(OCC)=O. Product: [OH:28][CH:27]=[C:5]1[C:6]2([CH2:7][CH2:8][N:9]([C:12]([O:14][C:15]([CH3:18])([CH3:17])[CH3:16])=[O:13])[CH2:10][CH2:11]2)[O:19][C:20]2[C:25](=[CH:24][CH:23]=[CH:22][CH:21]=2)[C:4]1=[O:3]. The catalyst class is: 5.